From a dataset of Reaction yield outcomes from USPTO patents with 853,638 reactions. Predict the reaction yield, written as a fraction of the theoretical maximum amount of product (1.0 means a 100% yield; for example, 0.34 means a 34% yield). (1) The reactants are [Cl:1][C:2]1[CH:7]=[CH:6][C:5]([N:8]2[CH2:13][CH2:12][NH:11][CH2:10][C@@H:9]2[CH3:14])=[CH:4][CH:3]=1.N1C(C)=CC=CC=1C.[I-].[K+].Br[CH2:26][CH2:27][CH:28]=[C:29]1[C:35]2[CH:36]=[CH:37][CH:38]=[N:39][C:34]=2[CH2:33][O:32][C:31]2[CH:40]=[CH:41][C:42]([C:44]([OH:47])([CH3:46])[CH3:45])=[CH:43][C:30]1=2. The catalyst is C(O)(C)C. The product is [Cl:1][C:2]1[CH:3]=[CH:4][C:5]([N:8]2[CH2:13][CH2:12][N:11]([CH2:26][CH2:27][CH:28]=[C:29]3[C:35]4[CH:36]=[CH:37][CH:38]=[N:39][C:34]=4[CH2:33][O:32][C:31]4[CH:40]=[CH:41][C:42]([C:44]([OH:47])([CH3:46])[CH3:45])=[CH:43][C:30]3=4)[CH2:10][C@@H:9]2[CH3:14])=[CH:6][CH:7]=1. The yield is 0.180. (2) The reactants are [CH3:1][C:2]1[CH:17]=[C:5]2[N:6]=[C:7]([NH2:16])[CH:8]=[C:9]([C:10]3[CH:15]=[CH:14][CH:13]=[CH:12][CH:11]=3)[N:4]2[N:3]=1.[C:18]([C:20]([C:23]1[CH:31]=[CH:30][C:26]([C:27](Cl)=[O:28])=[CH:25][CH:24]=1)([CH3:22])[CH3:21])#[N:19].C([O-])(O)=O.[Na+]. The catalyst is N1C=CC=CC=1. The product is [C:18]([C:20]([C:23]1[CH:24]=[CH:25][C:26]([C:27]([NH:16][C:7]2[CH:8]=[C:9]([C:10]3[CH:15]=[CH:14][CH:13]=[CH:12][CH:11]=3)[N:4]3[N:3]=[C:2]([CH3:1])[CH:17]=[C:5]3[N:6]=2)=[O:28])=[CH:30][CH:31]=1)([CH3:22])[CH3:21])#[N:19]. The yield is 0.480. (3) The reactants are [C:1]([C:3]1[CH:8]=[CH:7][CH:6]=[CH:5][C:4]=1[C:9]1[CH:14]=[CH:13][C:12]([CH2:15][C:16]2[C:17](=[O:42])[N:18]([C@H:28]3[CH2:33][CH2:32][C@H:31]([O:34][CH2:35][C:36](N(OC)C)=[O:37])[CH2:30][CH2:29]3)[C:19]3[N:20]([N:25]=[CH:26][N:27]=3)[C:21]=2[CH2:22][CH2:23][CH3:24])=[CH:11][CH:10]=1)#[N:2].[CH3:43][Mg]Br.Cl. The catalyst is O1CCCC1. The product is [O:42]=[C:17]1[C:16]([CH2:15][C:12]2[CH:11]=[CH:10][C:9]([C:4]3[C:3]([C:1]#[N:2])=[CH:8][CH:7]=[CH:6][CH:5]=3)=[CH:14][CH:13]=2)=[C:21]([CH2:22][CH2:23][CH3:24])[N:20]2[N:25]=[CH:26][N:27]=[C:19]2[N:18]1[C@H:28]1[CH2:33][CH2:32][C@H:31]([O:34][CH2:35][C:36](=[O:37])[CH3:43])[CH2:30][CH2:29]1. The yield is 0.690. (4) The reactants are [CH3:1][C:2]1[O:3][C:4]([C:7]2[CH:12]=[C:11]([C:13]([F:16])([F:15])[F:14])[CH:10]=[C:9]([N+:17]([O-])=O)[CH:8]=2)=[N:5][N:6]=1. The catalyst is CO.[Pd]. The product is [CH3:1][C:2]1[O:3][C:4]([C:7]2[CH:8]=[C:9]([CH:10]=[C:11]([C:13]([F:16])([F:14])[F:15])[CH:12]=2)[NH2:17])=[N:5][N:6]=1. The yield is 0.910.